Dataset: Forward reaction prediction with 1.9M reactions from USPTO patents (1976-2016). Task: Predict the product of the given reaction. (1) Given the reactants [C:1]([C:11]1[CH:18]=[CH:17][C:14]([CH:15]=O)=[CH:13][CH:12]=1)#[C:2][CH2:3][CH2:4][CH2:5][CH2:6][CH2:7][CH2:8][CH2:9][CH3:10].[F:19][C:20]1[CH:25]=[CH:24][CH:23]=[CH:22][C:21]=1[CH2:26][CH2:27][NH2:28].[O-]S([O-])(=O)=O.[Mg+2].C(O[BH-](OC(=O)C)OC(=O)C)(=O)C.[Na+], predict the reaction product. The product is: [C:1]([C:11]1[CH:18]=[CH:17][C:14]([CH2:15][NH:28][CH2:27][CH2:26][C:21]2[CH:22]=[CH:23][CH:24]=[CH:25][C:20]=2[F:19])=[CH:13][CH:12]=1)#[C:2][CH2:3][CH2:4][CH2:5][CH2:6][CH2:7][CH2:8][CH2:9][CH3:10]. (2) Given the reactants [Br:1][C:2]1[CH:3]=[N:4][N:5]([CH2:7][O:8][CH2:9][CH2:10][Si:11]([CH3:14])([CH3:13])[CH3:12])[CH:6]=1.[Li+].CC([N-]C(C)C)C.N#N.[F:25]N(S(C1C=CC=CC=1)(=O)=O)S(C1C=CC=CC=1)(=O)=O, predict the reaction product. The product is: [Br:1][C:2]1[CH:3]=[N:4][N:5]([CH2:7][O:8][CH2:9][CH2:10][Si:11]([CH3:14])([CH3:13])[CH3:12])[C:6]=1[F:25]. (3) Given the reactants [CH3:1][C:2]([C:4]1[CH:9]=[CH:8][C:7]([Br:10])=[CH:6][CH:5]=1)=[O:3].[CH:11]([O:13][CH3:14])=[O:12].C[O-].[Na+].S(O[CH3:23])(O)(=O)=O.S(=O)(=O)(O)O.[OH-].[Na+], predict the reaction product. The product is: [Br:10][C:7]1[CH:8]=[CH:9][C:4]([C:2](=[O:3])[CH2:1][CH:11]([O:12][CH3:23])[O:13][CH3:14])=[CH:5][CH:6]=1. (4) Given the reactants [CH:1]1([C:4]2[N:5]([CH2:10][CH2:11][NH2:12])[CH:6]=[C:7]([I:9])[N:8]=2)[CH2:3][CH2:2]1.[F:13][C:14]([F:26])([F:25])[C:15]1[CH:16]=[C:17]([CH2:21][CH2:22][CH:23]=O)[CH:18]=[CH:19][CH:20]=1, predict the reaction product. The product is: [CH:1]1([C:4]2[N:5]3[CH2:10][CH2:11][NH:12][CH:23]([CH2:22][CH2:21][C:17]4[CH:18]=[CH:19][CH:20]=[C:15]([C:14]([F:13])([F:25])[F:26])[CH:16]=4)[C:6]3=[C:7]([I:9])[N:8]=2)[CH2:3][CH2:2]1. (5) The product is: [Cl:34][C:35]1[CH:40]=[C:39]([C:2]2[C:22]([O:23][CH3:24])=[CH:21][C:5]3[N:6]([CH3:20])[C:7](=[O:19])[CH2:8][N:9]=[C:10]([C:11]4[CH:12]=[C:13]([CH:16]=[CH:17][CH:18]=4)[C:14]#[N:15])[C:4]=3[CH:3]=2)[CH:38]=[CH:37][CH:36]=1. Given the reactants Br[C:2]1[C:22]([O:23][CH3:24])=[CH:21][C:5]2[N:6]([CH3:20])[C:7](=[O:19])[CH2:8][N:9]=[C:10]([C:11]3[CH:12]=[C:13]([CH:16]=[CH:17][CH:18]=3)[C:14]#[N:15])[C:4]=2[CH:3]=1.C1(B(O)O)C=CC=CC=1.[Cl:34][C:35]1[CH:36]=[C:37](B(O)O)[CH:38]=[CH:39][CH:40]=1, predict the reaction product. (6) Given the reactants Br[C:2]1[NH:11][C:5]2=[N:6][CH:7]=[CH:8][C:9]([Cl:10])=[C:4]2[N:3]=1.[CH3:12][N:13]1[CH:17]=[C:16](B2OC(C)(C)C(C)(C)O2)[CH:15]=[N:14]1.C(=O)([O-])[O-].[Na+].[Na+].C([O-])(=O)C.[Na+].C(#N)C, predict the reaction product. The product is: [Cl:10][C:9]1[CH:8]=[CH:7][N:6]=[C:5]2[NH:11][C:2]([C:16]3[CH:15]=[N:14][N:13]([CH3:12])[CH:17]=3)=[N:3][C:4]=12. (7) Given the reactants [C:1]([O:5][C:6]([NH:8][CH2:9][C:10]([NH:12][C@H:13]([C:18]([O:20][CH3:21])=[O:19])[C@H:14]([CH2:16][CH3:17])[CH3:15])=[O:11])=[O:7])([CH3:4])([CH3:3])[CH3:2].Cl.N[CH:24](C1CCCCC1)[C:25](OC)=O, predict the reaction product. The product is: [C:1]([O:5][C:6]([NH:8][CH2:9][C:10]([NH:12][CH:13]([CH:14]1[CH2:15][CH2:25][CH2:24][CH2:17][CH2:16]1)[C:18]([O:20][CH3:21])=[O:19])=[O:11])=[O:7])([CH3:2])([CH3:3])[CH3:4].